This data is from Full USPTO retrosynthesis dataset with 1.9M reactions from patents (1976-2016). The task is: Predict the reactants needed to synthesize the given product. (1) Given the product [CH3:22][S:23][C:24]1[CH:29]=[CH:28][C:27]([C:2]2[CH:3]=[CH:4][C:5]([N:8]3[CH2:14][CH2:13][CH2:12][N:11]([C:15]4[CH:20]=[CH:19][C:18]([C:27]5[CH:28]=[CH:29][C:24]([S:23][CH3:22])=[CH:25][CH:26]=5)=[CH:17][N:16]=4)[CH2:10][CH2:9]3)=[N:6][CH:7]=2)=[CH:26][CH:25]=1, predict the reactants needed to synthesize it. The reactants are: Br[C:2]1[CH:3]=[CH:4][C:5]([N:8]2[CH2:14][CH2:13][CH2:12][N:11]([C:15]3[CH:20]=[CH:19][C:18](Br)=[CH:17][N:16]=3)[CH2:10][CH2:9]2)=[N:6][CH:7]=1.[CH3:22][S:23][C:24]1[CH:29]=[CH:28][C:27](B(O)O)=[CH:26][CH:25]=1. (2) Given the product [CH3:6][O:7][C:8]1[CH:9]=[C:10]2[C:15](=[CH:16][C:17]=1[O:18][CH2:32][C:33]([NH2:35])=[O:34])[N:14]=[CH:13][CH:12]=[C:11]2[O:19][C:20]1[C:21]([CH3:30])=[N:22][C:23]2[C:28]([CH:29]=1)=[CH:27][CH:26]=[CH:25][CH:24]=2, predict the reactants needed to synthesize it. The reactants are: CN(C)C=O.[CH3:6][O:7][C:8]1[CH:9]=[C:10]2[C:15](=[CH:16][C:17]=1[OH:18])[N:14]=[CH:13][CH:12]=[C:11]2[O:19][C:20]1[C:21]([CH3:30])=[N:22][C:23]2[C:28]([CH:29]=1)=[CH:27][CH:26]=[CH:25][CH:24]=2.Br[CH2:32][C:33]([NH2:35])=[O:34].C(=O)([O-])[O-].[K+].[K+]. (3) Given the product [Cl:23][C:24]1[C:25]([C:33]([CH:35]2[CH2:36][CH2:37][CH2:38]2)=[O:34])=[C:26]2[CH:32]=[CH:31][NH:30][C:27]2=[N:28][CH:29]=1, predict the reactants needed to synthesize it. The reactants are: CC(OI1(OC(C)=O)(OC(C)=O)OC(=O)C2C=CC=CC1=2)=O.[Cl:23][C:24]1[C:25]([CH:33]([CH:35]2[CH2:38][CH2:37][CH2:36]2)[OH:34])=[C:26]2[CH:32]=[CH:31][NH:30][C:27]2=[N:28][CH:29]=1. (4) Given the product [OH:10][C:11]1([CH3:47])[CH:12]=[CH:13][C:14]([C:17](=[O:24])[CH2:18][CH2:19][C:28]2[N:32]([CH:33]([CH3:34])[CH3:35])[N:31]=[C:30]([C:36]3[CH:41]=[CH:40][C:39]([C:42]([F:45])([F:44])[F:43])=[CH:38][CH:37]=3)[CH:29]=2)=[CH:15][CH2:16]1, predict the reactants needed to synthesize it. The reactants are: [H-].[Na+].C([O:10][C:11]1[CH:16]=[CH:15][C:14]([C:17](=[O:24])[CH2:18][C:19](OCC)=O)=[CH:13][C:12]=1C)C1C=CC=CC=1.BrC[C:28]1[N:32]([CH:33]([CH3:35])[CH3:34])[N:31]=[C:30]([C:36]2[CH:41]=[CH:40][C:39]([C:42]([F:45])([F:44])[F:43])=[CH:38][CH:37]=2)[CH:29]=1.O1CCC[CH2:47]1. (5) Given the product [C:5]([CH:4]([CH2:12][CH2:13][CH2:14][CH2:15][CH2:16][CH3:17])[C:3]([O:2][CH3:1])=[O:8])(=[O:7])[CH3:6], predict the reactants needed to synthesize it. The reactants are: [CH3:1][O:2][C:3](=[O:8])/[CH:4]=[C:5](/[O-:7])\[CH3:6].[Na+].[I-].[K+].[CH2:12](Br)[CH2:13][CH2:14][CH2:15][CH2:16][CH3:17]. (6) The reactants are: [CH:1]([O:4][C:5]1[CH:12]=[CH:11][C:10](B2OC(C)(C)C(C)(C)O2)=[CH:9][C:6]=1[C:7]#[N:8])([CH3:3])[CH3:2].Br[C:23]1[S:24][CH:25]=[CH:26][N:27]=1.C([O-])([O-])=O.[Na+].[Na+]. Given the product [CH:1]([O:4][C:5]1[CH:12]=[CH:11][C:10]([C:23]2[S:24][CH:25]=[CH:26][N:27]=2)=[CH:9][C:6]=1[C:7]#[N:8])([CH3:2])[CH3:3], predict the reactants needed to synthesize it. (7) Given the product [ClH:27].[C:1]1([C:7]2[C:16]3[C:11](=[CH:12][CH:13]=[CH:14][CH:15]=3)[N:10]=[C:9]([C:17]3([C:23]([O:25][CH3:26])=[O:24])[CH2:22][CH2:21][CH2:20][NH:19][CH2:18]3)[N:8]=2)[CH:6]=[CH:5][CH:4]=[CH:3][CH:2]=1, predict the reactants needed to synthesize it. The reactants are: [C:1]1([C:7]2[C:16]3[C:11](=[CH:12][CH:13]=[CH:14][CH:15]=3)[N:10]=[C:9]([C:17]3([C:23]([O:25][CH3:26])=[O:24])[CH2:22][CH2:21][CH2:20][NH:19][CH2:18]3)[N:8]=2)[CH:6]=[CH:5][CH:4]=[CH:3][CH:2]=1.[ClH:27]. (8) Given the product [Br:1][C:12]1[CH:13]=[CH:14][CH:15]=[CH:16][C:11]=1[C:7]([CH3:10])([CH3:9])[CH3:8], predict the reactants needed to synthesize it. The reactants are: [Br:1]Br.P(Br)(Br)Br.[C:7]([C:11]1[CH:16]=[CH:15][CH:14]=[CH:13][C:12]=1O)([CH3:10])([CH3:9])[CH3:8].